This data is from Full USPTO retrosynthesis dataset with 1.9M reactions from patents (1976-2016). The task is: Predict the reactants needed to synthesize the given product. Given the product [Br:1][C:2]1[CH:23]=[CH:22][C:5]2[CH:6]=[CH:7][C:8]3[CH:13]=[CH:12][CH:11]=[CH:10][C:9]=3[NH:14][CH2:24][C:4]=2[CH:3]=1, predict the reactants needed to synthesize it. The reactants are: [Br:1][C:2]1[CH:23]=[CH:22][C:5](/[CH:6]=[CH:7]\[C:8]2[CH:13]=[CH:12][CH:11]=[CH:10][C:9]=2[NH:14]C(=O)OC(C)(C)C)=[C:4]([CH:24]=O)[CH:3]=1.CCOC(C)=O.[BH4-].[Na+].